Dataset: Reaction yield outcomes from USPTO patents with 853,638 reactions. Task: Predict the reaction yield, written as a fraction of the theoretical maximum amount of product (1.0 means a 100% yield; for example, 0.34 means a 34% yield). (1) The reactants are Cl[C:2]1[C:7]2[N:8]=[C:9]([S:12][CH3:13])[N:10]=[CH:11][C:6]=2[CH:5]=[C:4]([CH3:14])[N:3]=1.[CH2:15]([NH2:20])[C:16]([CH3:19])([CH3:18])[CH3:17]. The catalyst is CN1C(=O)CCC1.CCOC(C)=O.O. The product is [CH3:14][C:4]1[N:3]=[C:2]([NH:20][CH2:15][C:16]([CH3:19])([CH3:18])[CH3:17])[C:7]2[N:8]=[C:9]([S:12][CH3:13])[N:10]=[CH:11][C:6]=2[CH:5]=1. The yield is 0.240. (2) The yield is 0.760. The reactants are [Cl:1][C:2]1[CH:9]=[CH:8][C:5]([C:6]#[N:7])=[CH:4][CH:3]=1.[NH2:10][OH:11]. The catalyst is CCO. The product is [Cl:1][C:2]1[CH:9]=[CH:8][C:5]([C:6](=[N:10][OH:11])[NH2:7])=[CH:4][CH:3]=1. (3) The reactants are Br[C:2]1[C:7](=[O:8])[N:6]([CH2:9][C:10]2[CH:15]=[CH:14][C:13]([C:16]3[C:17]([C:22]#[N:23])=[CH:18][CH:19]=[CH:20][CH:21]=3)=[CH:12][CH:11]=2)[C:5]([CH2:24][CH2:25][CH3:26])=[N:4][C:3]=1[CH2:27][CH3:28].[CH2:29]([C:31]1[CH:36]=[CH:35][C:34]([OH:37])=[CH:33][CH:32]=1)[CH3:30].[OH-].[K+].CS(C)=O. The catalyst is C(OCC)(=O)C. The product is [CH2:27]([C:3]1[N:4]=[C:5]([CH2:24][CH2:25][CH3:26])[N:6]([CH2:9][C:10]2[CH:15]=[CH:14][C:13]([C:16]3[C:17]([C:22]#[N:23])=[CH:18][CH:19]=[CH:20][CH:21]=3)=[CH:12][CH:11]=2)[C:7](=[O:8])[C:2]=1[O:37][C:34]1[CH:35]=[CH:36][C:31]([CH2:29][CH3:30])=[CH:32][CH:33]=1)[CH3:28]. The yield is 0.670. (4) The reactants are Br[C:2]1[CH:7]=[C:6]([O:8][C:9]([F:14])([F:13])[CH:10]([F:12])[F:11])[CH:5]=[C:4]([F:15])[CH:3]=1.[Li]CCCC.[F:21][C:22]1[CH:29]=[CH:28][C:25]([CH:26]=[O:27])=[CH:24][C:23]=1[O:30][CH3:31]. The catalyst is C(OCC)C. The product is [F:21][C:22]1[CH:29]=[CH:28][C:25]([CH:26]([C:2]2[CH:7]=[C:6]([O:8][C:9]([F:14])([F:13])[CH:10]([F:12])[F:11])[CH:5]=[C:4]([F:15])[CH:3]=2)[OH:27])=[CH:24][C:23]=1[O:30][CH3:31]. The yield is 0.660. (5) The reactants are [Br:1][C:2]1[CH:9]=[CH:8][C:5]([CH2:6][OH:7])=[CH:4][CH:3]=1.CN(C)C=O.[H-].[Na+].F[C:18]1[CH:23]=[C:22]([CH3:24])[CH:21]=[CH:20][N:19]=1. The catalyst is O. The product is [Br:1][C:2]1[CH:9]=[CH:8][C:5]([CH2:6][O:7][C:18]2[CH:23]=[C:22]([CH3:24])[CH:21]=[CH:20][N:19]=2)=[CH:4][CH:3]=1. The yield is 0.588. (6) The reactants are [CH3:1][O:2][C:3]1[CH:20]=[CH:19][C:18]2[C:17]3[CH2:16][CH2:15][C:14]4[C:9](=[CH:10][CH:11]=[C:12]([O:21][CH3:22])[CH:13]=4)[C:8]=3[CH2:7][CH2:6][C:5]=2[CH:4]=1. The catalyst is [Pd]. The product is [CH3:22][O:21][C:12]1[CH:11]=[CH:10][C:9]2[C:8]3[C:17](=[C:18]4[C:5](=[CH:6][CH:7]=3)[CH:4]=[C:3]([O:2][CH3:1])[CH:20]=[CH:19]4)[CH:16]=[CH:15][C:14]=2[CH:13]=1. The yield is 0.350. (7) The reactants are [C:1]([OH:12])(=[O:11])[CH2:2][CH2:3][CH2:4][CH2:5][CH2:6][CH2:7][C:8]([OH:10])=[O:9].C(N(C(C)C)CCC(C1C=C(COC(=O)CCC=C)C=CC=1OC(=O)CCC=C)C1C=CC=CC=1)(C)C. The catalyst is ClCCl. The product is [C:1]([OH:12])(=[O:11])[CH2:2][CH2:3][CH:4]=[CH:5][CH2:6][CH2:7][C:8]([OH:10])=[O:9]. The yield is 0.710.